From a dataset of Full USPTO retrosynthesis dataset with 1.9M reactions from patents (1976-2016). Predict the reactants needed to synthesize the given product. Given the product [CH:1]1([NH:7][C:8]2[C:13]([C:14]3[CH2:18][C:17]4([CH2:19][CH2:20][CH:21]([C:24]([OH:26])=[O:25])[CH2:22][CH2:23]4)[O:16][N:15]=3)=[CH:12][N:11]=[C:10]3[N:27]([CH2:30][CH3:31])[N:28]=[CH:29][C:9]=23)[CH2:2][CH2:3][CH2:4][CH2:5][CH2:6]1, predict the reactants needed to synthesize it. The reactants are: [CH:1]1([NH:7][C:8]2[C:13]([C:14]3[CH2:18][C:17]4([CH2:23][CH2:22][CH:21]([C:24]([O-:26])=[O:25])[CH2:20][CH2:19]4)[O:16][N:15]=3)=[CH:12][N:11]=[C:10]3[N:27]([CH2:30][CH3:31])[N:28]=[CH:29][C:9]=23)[CH2:6][CH2:5][CH2:4][CH2:3][CH2:2]1.[OH-].[Li+].